From a dataset of KCNQ2 potassium channel screen with 302,405 compounds. Binary Classification. Given a drug SMILES string, predict its activity (active/inactive) in a high-throughput screening assay against a specified biological target. The result is 0 (inactive). The drug is s1c(C(=O)N2CCc3c(C2)cccc3)c(N)c2c1nc1c(c2)cc(C(C)C)cc1.